This data is from Reaction yield outcomes from USPTO patents with 853,638 reactions. The task is: Predict the reaction yield, written as a fraction of the theoretical maximum amount of product (1.0 means a 100% yield; for example, 0.34 means a 34% yield). (1) The yield is 0.570. The catalyst is C1C=CC=CC=1.[Br-].C([N+](CCCC)(CCCC)CCCC)CCC. The reactants are [CH2:1]([NH:13][C:14](=[O:36])[C:15]1[CH:20]=[C:19]([C:21]2[CH:26]=[CH:25][CH:24]=[C:23]([C:27]([F:30])([F:29])[F:28])[CH:22]=2)[C:18]([O:31][CH2:32][CH2:33]Br)=[C:17]([Br:35])[CH:16]=1)[CH2:2][CH2:3][CH2:4][CH2:5][CH2:6][CH2:7][CH2:8][CH2:9][CH2:10][CH2:11][CH3:12].[N-:37]=[N+]=[N-].[Na+].P(OCC)(OCC)OCC. The product is [CH2:1]([NH:13][C:14]([C:15]1[CH:20]=[C:19]([C:21]2[CH:26]=[CH:25][CH:24]=[C:23]([C:27]([F:30])([F:29])[F:28])[CH:22]=2)[C:18]([O:31][CH2:32][CH2:33][NH2:37])=[C:17]([Br:35])[CH:16]=1)=[O:36])[CH2:2][CH2:3][CH2:4][CH2:5][CH2:6][CH2:7][CH2:8][CH2:9][CH2:10][CH2:11][CH3:12]. (2) The reactants are [CH:1]1([C:4]([N:6]2[CH2:9][CH:8]([O:10][C:11]3[CH:16]=[C:15]([CH3:17])[C:14]([C:18]4[CH:23]=[CH:22][CH:21]=[C:20]([CH2:24][O:25][C:26]5[CH:39]=[CH:38][C:29]6[C@H:30]([CH2:33][C:34]([O:36]C)=[O:35])[CH2:31][O:32][C:28]=6[CH:27]=5)[CH:19]=4)=[C:13]([CH3:40])[CH:12]=3)[CH2:7]2)=[O:5])[CH2:3][CH2:2]1.[OH-].[Li+]. The catalyst is CO. The product is [CH:1]1([C:4]([N:6]2[CH2:9][CH:8]([O:10][C:11]3[CH:16]=[C:15]([CH3:17])[C:14]([C:18]4[CH:23]=[CH:22][CH:21]=[C:20]([CH2:24][O:25][C:26]5[CH:39]=[CH:38][C:29]6[C@H:30]([CH2:33][C:34]([OH:36])=[O:35])[CH2:31][O:32][C:28]=6[CH:27]=5)[CH:19]=4)=[C:13]([CH3:40])[CH:12]=3)[CH2:7]2)=[O:5])[CH2:3][CH2:2]1. The yield is 0.440. (3) The reactants are C(=O)([O-])[O-].[K+].[K+].F[C:8]1[CH:13]=[CH:12][C:11]([N+:14]([O-])=O)=[CH:10][CH:9]=1.[CH3:17][N:18]1[CH2:23][CH2:22][NH:21][CH2:20][CH2:19]1.[H][H]. The catalyst is CS(C)=O.CO.[Pd]. The product is [CH3:17][N:18]1[CH2:23][CH2:22][N:21]([C:8]2[CH:13]=[CH:12][C:11]([NH2:14])=[CH:10][CH:9]=2)[CH2:20][CH2:19]1. The yield is 0.800. (4) The reactants are [Br:1][C:2]1[C:3]([CH3:11])=[CH:4][C:5](SCC)=[N:6][CH:7]=1.O[O:13][S:14]([O-:16])=O.[K+].[CH2:18]1COC[CH2:19]1. The catalyst is O. The yield is 0.820. The product is [Br:1][C:2]1[C:3]([CH3:11])=[CH:4][C:5]([S:14]([CH2:18][CH3:19])(=[O:16])=[O:13])=[N:6][CH:7]=1.